Dataset: Full USPTO retrosynthesis dataset with 1.9M reactions from patents (1976-2016). Task: Predict the reactants needed to synthesize the given product. (1) Given the product [CH3:11][NH:5][C:4]1[CH:3]=[C:2]([Cl:1])[C:8]([Cl:9])=[C:7]([Cl:10])[CH:6]=1, predict the reactants needed to synthesize it. The reactants are: [Cl:1][C:2]1[CH:3]=[C:4]([CH:6]=[C:7]([Cl:10])[C:8]=1[Cl:9])[NH2:5].[C:11](=O)([O-])[O-].[K+].[K+].IC. (2) Given the product [CH3:11][C:1]1[CH:6]=[CH:5][C:4]([S:7]([OH:14])(=[O:9])=[O:8])=[CH:3][CH:2]=1.[CH2:12]([O:14][CH2:15][CH2:16][O:17][CH2:18][CH2:19][O:20][CH2:21][CH2:22][OH:23])[CH3:13], predict the reactants needed to synthesize it. The reactants are: [C:1]1([CH3:11])[CH:6]=[CH:5][C:4]([S:7](Cl)(=[O:9])=[O:8])=[CH:3][CH:2]=1.[CH2:12]([O:14][CH2:15][CH2:16][O:17][CH2:18][CH2:19][O:20][CH2:21][CH2:22][OH:23])[CH3:13]. (3) Given the product [CH3:1][O:2][C:3]1[C:11]2[N:10]=[C:9]([C:12]([F:15])([F:13])[F:14])[N:8]([CH2:16][CH2:17][CH3:18])[C:7]=2[CH:6]=[CH:5][CH:4]=1, predict the reactants needed to synthesize it. The reactants are: [CH3:1][O:2][C:3]1[C:11]2[NH:10][C:9]([C:12]([F:15])([F:14])[F:13])=[N:8][C:7]=2[CH:6]=[CH:5][CH:4]=1.[CH2:16](Br)[CH2:17][CH3:18]. (4) Given the product [Br:1][C:2]1[CH:7]=[CH:6][C:5]([Br:8])=[CH:4][C:3]=1[O:9][CH2:12][CH2:11][Br:10], predict the reactants needed to synthesize it. The reactants are: [Br:1][C:2]1[CH:7]=[CH:6][C:5]([Br:8])=[CH:4][C:3]=1[OH:9].[Br:10][CH2:11][CH2:12]Br. (5) Given the product [ClH:43].[NH:31]1[CH2:32][CH2:33][CH:28]([NH:27][C:25](=[O:26])[C:24]2[CH:41]=[CH:42][C:21]([C:18]3[N:17]=[C:16]4[N:12]([CH2:11][C:7]5[CH:6]=[C:5]6[C:10](=[CH:9][CH:8]=5)[N:1]=[CH:2][CH:3]=[CH:4]6)[N:13]=[N:14][C:15]4=[CH:20][CH:19]=3)=[CH:22][CH:23]=2)[CH2:29][CH2:30]1, predict the reactants needed to synthesize it. The reactants are: [N:1]1[C:10]2[C:5](=[CH:6][C:7]([CH2:11][N:12]3[C:16]4=[N:17][C:18]([C:21]5[CH:42]=[CH:41][C:24]([C:25]([NH:27][CH:28]6[CH2:33][CH2:32][N:31](C(OC(C)(C)C)=O)[CH2:30][CH2:29]6)=[O:26])=[CH:23][CH:22]=5)=[CH:19][CH:20]=[C:15]4[N:14]=[N:13]3)=[CH:8][CH:9]=2)[CH:4]=[CH:3][CH:2]=1.[ClH:43]. (6) Given the product [CH3:1][C:2]1[CH:3]=[C:4]([CH:10]=[CH:11][CH:12]=1)[O:5][CH2:6][CH2:7][C:8]([OH:15])=[O:9], predict the reactants needed to synthesize it. The reactants are: [CH3:1][C:2]1[CH:3]=[C:4]([CH:10]=[CH:11][CH:12]=1)[O:5][CH2:6][CH2:7][CH2:8][OH:9].CC(C)=[O:15].OS(O)(=O)=O.O=[Cr](=O)=O. (7) Given the product [N:38]1([CH:44]2[CH2:49][CH2:48][N:47]([C:32]([N:12]3[C@@:13]([C:25]4[CH:30]=[CH:29][C:28]([Cl:31])=[CH:27][CH:26]=4)([CH3:24])[C@@:14]([C:17]4[CH:18]=[CH:19][C:20]([Cl:23])=[CH:21][CH:22]=4)([CH3:16])[N:15]=[C:11]3[C:8]3[CH:9]=[N:10][C:5]([C:1]([CH3:2])([CH3:4])[CH3:3])=[CH:6][C:7]=3[O:35][CH2:36][CH3:37])=[O:33])[CH2:46][CH2:45]2)[CH2:43][CH2:42][CH2:41][CH2:40][CH2:39]1, predict the reactants needed to synthesize it. The reactants are: [C:1]([C:5]1[N:10]=[CH:9][C:8]([C:11]2[N:12]([C:32](Cl)=[O:33])[C@@:13]([C:25]3[CH:30]=[CH:29][C:28]([Cl:31])=[CH:27][CH:26]=3)([CH3:24])[C@@:14]([C:17]3[CH:22]=[CH:21][C:20]([Cl:23])=[CH:19][CH:18]=3)([CH3:16])[N:15]=2)=[C:7]([O:35][CH2:36][CH3:37])[CH:6]=1)([CH3:4])([CH3:3])[CH3:2].[N:38]1([CH:44]2[CH2:49][CH2:48][NH:47][CH2:46][CH2:45]2)[CH2:43][CH2:42][CH2:41][CH2:40][CH2:39]1.